Dataset: Reaction yield outcomes from USPTO patents with 853,638 reactions. Task: Predict the reaction yield, written as a fraction of the theoretical maximum amount of product (1.0 means a 100% yield; for example, 0.34 means a 34% yield). (1) The reactants are [F:1][C:2]1[CH:3]=[C:4]([CH:7]=[C:8]([NH:10][CH2:11][C:12]2[CH:17]=[CH:16][C:15]([O:18][CH3:19])=[CH:14][CH:13]=2)[CH:9]=1)[CH:5]=[O:6].[BH4-].[Na+]. The catalyst is C(O)C.CO.[Cl-].[NH4+]. The product is [F:1][C:2]1[CH:3]=[C:4]([CH2:5][OH:6])[CH:7]=[C:8]([NH:10][CH2:11][C:12]2[CH:13]=[CH:14][C:15]([O:18][CH3:19])=[CH:16][CH:17]=2)[CH:9]=1. The yield is 0.390. (2) The reactants are [NH2:1][C@:2]12[CH2:37][CH2:36][C@@H:35]([C:38]([CH3:40])=[CH2:39])[C@@H:3]1[C@@H:4]1[C@@:17]([CH3:20])([CH2:18][CH2:19]2)[C@@:16]2([CH3:21])[C@@H:7]([C@:8]3([CH3:34])[C@@H:13]([CH2:14][CH2:15]2)[C:12]([CH3:23])([CH3:22])[C:11]([C:24]2[CH:33]=[CH:32][C:27]([C:28]([O:30]C)=[O:29])=[CH:26][CH:25]=2)=[CH:10][CH2:9]3)[CH2:6][CH2:5]1.CN(C)CCC(N[C@]12CC[C@@H](C(C)=C)[C@@H]1[C@@H]1[C@@](C)(CC2)[C@@]2(C)[C@@H]([C@]3(C)[C@@H](CC2)C(C)(C)C(C2C=CC(C(O)=O)=CC=2)=CC3)CC1)=O.[CH3:87][N:88]([CH3:94])[C:89](=[O:93])[C:90](O)=[O:91]. No catalyst specified. The product is [CH3:87][N:88]([CH3:94])[C:89](=[O:93])[C:90]([NH:1][C@:2]12[CH2:37][CH2:36][C@@H:35]([C:38]([CH3:40])=[CH2:39])[C@@H:3]1[C@@H:4]1[C@@:17]([CH3:20])([CH2:18][CH2:19]2)[C@@:16]2([CH3:21])[C@@H:7]([C@:8]3([CH3:34])[C@@H:13]([CH2:14][CH2:15]2)[C:12]([CH3:23])([CH3:22])[C:11]([C:24]2[CH:33]=[CH:32][C:27]([C:28]([OH:30])=[O:29])=[CH:26][CH:25]=2)=[CH:10][CH2:9]3)[CH2:6][CH2:5]1)=[O:91]. The yield is 0.130. (3) The reactants are Br.[CH3:2][CH:3]1[NH:8][CH2:7][CH2:6][N:5]([C:9]2[CH:14]=[CH:13][CH:12]=[CH:11][N:10]=2)[CH2:4]1.Cl[CH2:16][C:17]1[NH:21][C:20]2[CH:22]=[CH:23][CH:24]=[CH:25][C:19]=2[N:18]=1.C(=O)([O-])[O-].[Cs+].[Cs+]. The catalyst is CN(C)C=O. The product is [CH3:2][CH:3]1[CH2:4][N:5]([C:9]2[CH:14]=[CH:13][CH:12]=[CH:11][N:10]=2)[CH2:6][CH2:7][N:8]1[CH2:16][C:17]1[NH:21][C:20]2[CH:22]=[CH:23][CH:24]=[CH:25][C:19]=2[N:18]=1. The yield is 0.360. (4) The reactants are [Cl:1][C:2]1[CH:3]=[C:4]([N:22]([CH2:33][CH3:34])[CH:23]2[CH2:28][CH2:27][N:26]([CH2:29][CH2:30][O:31][CH3:32])[CH2:25][CH2:24]2)[C:5]([CH3:21])=[C:6]([CH:20]=1)[C:7]([NH:9][CH2:10][C:11]1[C:12]([O:18]C)=[N:13][N:14]([CH3:17])[C:15]=1[CH3:16])=[O:8].C(=O)(O)[O-].[Na+]. The catalyst is Cl. The product is [Cl:1][C:2]1[CH:3]=[C:4]([N:22]([CH2:33][CH3:34])[CH:23]2[CH2:24][CH2:25][N:26]([CH2:29][CH2:30][O:31][CH3:32])[CH2:27][CH2:28]2)[C:5]([CH3:21])=[C:6]([CH:20]=1)[C:7]([NH:9][CH2:10][C:11]1[C:12](=[O:18])[NH:13][N:14]([CH3:17])[C:15]=1[CH3:16])=[O:8]. The yield is 0.240. (5) The reactants are [C:1]1([P:7]([C:14]2[CH:19]=[CH:18][CH:17]=[CH:16][CH:15]=2)[C:8]2[CH:13]=[CH:12][CH:11]=[CH:10][CH:9]=2)[CH:6]=[CH:5][CH:4]=[CH:3][CH:2]=1.C(OC(=O)C(C)(C)CCCCC[Br:30])C. The catalyst is C1(C)C=CC=CC=1. The product is [Br-:30].[C:14]1([PH+:7]([C:1]2[CH:2]=[CH:3][CH:4]=[CH:5][CH:6]=2)[C:8]2[CH:13]=[CH:12][CH:11]=[CH:10][CH:9]=2)[CH:15]=[CH:16][CH:17]=[CH:18][CH:19]=1. The yield is 0.818. (6) The yield is 0.610. The product is [CH:1]([C@@H:4]1[C:9](=[O:10])[NH:8][CH2:7][CH2:6][N:5]1[C:29]([O:31][C:32]([CH3:33])([CH3:34])[CH3:35])=[O:30])([CH3:3])[CH3:2]. The catalyst is CO.[Pd]. The reactants are [CH:1]([C@@H:4]1[C:9](=[O:10])[NH:8][CH2:7][CH2:6][N:5]1C(OCC1C=CC=CC=1)=O)([CH3:3])[CH3:2].[CH3:33][C:32]([O:31][C:29](O[C:29]([O:31][C:32]([CH3:35])([CH3:34])[CH3:33])=[O:30])=[O:30])([CH3:35])[CH3:34].C([C@H]1NCCNC1=O)(C)C. (7) The reactants are COCCO[AlH2-]OCCOC.[Na+].[H-].[H-].COCCO[Al+]OCCOC.[Na+].[N:27]1[N:31]2[C:32]3[C:37]([CH2:38][CH2:39][C:30]2=[CH:29][C:28]=1[C:40](OCC)=[O:41])=[CH:36][CH:35]=[CH:34][CH:33]=3.Cl. The catalyst is C1COCC1.O.C(OCC)(=O)C. The product is [N:27]1[N:31]2[C:32]3[C:37]([CH2:38][CH2:39][C:30]2=[CH:29][C:28]=1[CH2:40][OH:41])=[CH:36][CH:35]=[CH:34][CH:33]=3. The yield is 0.920. (8) The reactants are [NH2:1][C:2]1[C:3]([C:12]([NH:14][C@@H:15]([C:27]([O:29][CH2:30][C:31]2[CH:36]=[CH:35][CH:34]=[CH:33][CH:32]=2)=[O:28])[CH2:16][C:17]([O:19][CH2:20][C:21]2[CH:26]=[CH:25][CH:24]=[CH:23][CH:22]=2)=[O:18])=[O:13])=[CH:4][C:5]2[C:10]([CH:11]=1)=[CH:9][CH:8]=[CH:7][CH:6]=2.[N:37]([C:40]1[C:45]([CH3:46])=[CH:44][C:43]([CH3:47])=[CH:42][C:41]=1[CH3:48])=[C:38]=[O:39]. The catalyst is N1C=CC=CC=1. The product is [CH3:46][C:45]1[CH:44]=[C:43]([CH3:47])[CH:42]=[C:41]([CH3:48])[C:40]=1[NH:37][C:38]([NH:1][C:2]1[C:3]([C:12]([NH:14][C@@H:15]([C:27]([O:29][CH2:30][C:31]2[CH:36]=[CH:35][CH:34]=[CH:33][CH:32]=2)=[O:28])[CH2:16][C:17]([O:19][CH2:20][C:21]2[CH:22]=[CH:23][CH:24]=[CH:25][CH:26]=2)=[O:18])=[O:13])=[CH:4][C:5]2[C:10]([CH:11]=1)=[CH:9][CH:8]=[CH:7][CH:6]=2)=[O:39]. The yield is 0.870. (9) The reactants are [CH3:1][O:2][C:3]([NH:5][C@H:6]([C:10]([N:12]1[C@@H:16]([CH3:17])[CH2:15][CH2:14][C@H:13]1[C:18]1[NH:22][C:21]2[C:23]3[C:28]([CH:29]=[CH:30][C:20]=2[N:19]=1)=[CH:27][C:26]1[C:31]2[C:36]([CH2:37][O:38][C:25]=1[CH:24]=3)=[CH:35][C:34]([C:39]1[NH:43][C:42]([C@@H:44]3[CH2:48][C@H:47]([CH3:49])[CH2:46][N:45]3C(OC(C)(C)C)=O)=[N:41][CH:40]=1)=[CH:33][CH:32]=2)=[O:11])[CH:7]([CH3:9])[CH3:8])=[O:4].CO[C@H:59]([CH3:69])[C@H:60]([NH:64][C:65]([O:67][CH3:68])=[O:66])[C:61]([OH:63])=O.[CH3:70]N(C(ON1N=NC2C=CC=NC1=2)=[N+](C)C)C.F[P-](F)(F)(F)(F)F.CN1CCOCC1. The yield is 0.350. The catalyst is Cl.CCO.CN(C=O)C. The product is [CH3:68][O:67][C:65]([NH:64][C@@H:60]([CH:59]([CH3:69])[CH3:70])[C:61]([N:45]1[CH2:46][C@@H:47]([CH3:49])[CH2:48][C@H:44]1[C:42]1[NH:43][C:39]([C:34]2[CH:35]=[C:36]3[CH2:37][O:38][C:25]4[CH:24]=[C:23]5[C:28]([CH:29]=[CH:30][C:20]6[N:19]=[C:18]([C@@H:13]7[CH2:14][CH2:15][C@H:16]([CH3:17])[N:12]7[C:10](=[O:11])[C@@H:6]([NH:5][C:3](=[O:4])[O:2][CH3:1])[CH:7]([CH3:9])[CH3:8])[NH:22][C:21]=65)=[CH:27][C:26]=4[C:31]3=[CH:32][CH:33]=2)=[CH:40][N:41]=1)=[O:63])=[O:66].